The task is: Regression. Given two drug SMILES strings and cell line genomic features, predict the synergy score measuring deviation from expected non-interaction effect.. This data is from NCI-60 drug combinations with 297,098 pairs across 59 cell lines. (1) Drug 1: C1CN1P(=S)(N2CC2)N3CC3. Drug 2: C#CCC(CC1=CN=C2C(=N1)C(=NC(=N2)N)N)C3=CC=C(C=C3)C(=O)NC(CCC(=O)O)C(=O)O. Cell line: OVCAR-5. Synergy scores: CSS=44.1, Synergy_ZIP=0.568, Synergy_Bliss=-1.19, Synergy_Loewe=-1.97, Synergy_HSA=-0.241. (2) Drug 1: CC=C1C(=O)NC(C(=O)OC2CC(=O)NC(C(=O)NC(CSSCCC=C2)C(=O)N1)C(C)C)C(C)C. Drug 2: C1C(C(OC1N2C=NC3=C2NC=NCC3O)CO)O. Cell line: NCI/ADR-RES. Synergy scores: CSS=-3.52, Synergy_ZIP=4.22, Synergy_Bliss=3.03, Synergy_Loewe=-4.22, Synergy_HSA=-4.56. (3) Drug 1: C1CCC(C1)C(CC#N)N2C=C(C=N2)C3=C4C=CNC4=NC=N3. Drug 2: CC=C1C(=O)NC(C(=O)OC2CC(=O)NC(C(=O)NC(CSSCCC=C2)C(=O)N1)C(C)C)C(C)C. Cell line: PC-3. Synergy scores: CSS=12.6, Synergy_ZIP=-0.434, Synergy_Bliss=-1.94, Synergy_Loewe=-49.4, Synergy_HSA=-3.18. (4) Drug 1: CC(CN1CC(=O)NC(=O)C1)N2CC(=O)NC(=O)C2. Drug 2: C1CN(P(=O)(OC1)NCCCl)CCCl. Cell line: SK-MEL-5. Synergy scores: CSS=2.97, Synergy_ZIP=-5.21, Synergy_Bliss=-3.20, Synergy_Loewe=-11.9, Synergy_HSA=-3.46. (5) Drug 1: COC1=C(C=C2C(=C1)N=CN=C2NC3=CC(=C(C=C3)F)Cl)OCCCN4CCOCC4. Drug 2: COC1=CC(=CC(=C1O)OC)C2C3C(COC3=O)C(C4=CC5=C(C=C24)OCO5)OC6C(C(C7C(O6)COC(O7)C8=CC=CS8)O)O. Cell line: NCI-H226. Synergy scores: CSS=39.9, Synergy_ZIP=-3.09, Synergy_Bliss=1.69, Synergy_Loewe=5.06, Synergy_HSA=7.00. (6) Drug 1: C1CN1P(=S)(N2CC2)N3CC3. Drug 2: CC(C)NC(=O)C1=CC=C(C=C1)CNNC.Cl. Cell line: ACHN. Synergy scores: CSS=21.1, Synergy_ZIP=-2.19, Synergy_Bliss=-2.32, Synergy_Loewe=-22.3, Synergy_HSA=-2.63. (7) Drug 1: CC(C1=C(C=CC(=C1Cl)F)Cl)OC2=C(N=CC(=C2)C3=CN(N=C3)C4CCNCC4)N. Drug 2: C1=CC=C(C=C1)NC(=O)CCCCCCC(=O)NO. Cell line: OVCAR-4. Synergy scores: CSS=3.28, Synergy_ZIP=-1.52, Synergy_Bliss=-6.22, Synergy_Loewe=-21.1, Synergy_HSA=-7.51.